Dataset: NCI-60 drug combinations with 297,098 pairs across 59 cell lines. Task: Regression. Given two drug SMILES strings and cell line genomic features, predict the synergy score measuring deviation from expected non-interaction effect. (1) Drug 1: CC1=CC2C(CCC3(C2CCC3(C(=O)C)OC(=O)C)C)C4(C1=CC(=O)CC4)C. Drug 2: C(CC(=O)O)C(=O)CN.Cl. Cell line: IGROV1. Synergy scores: CSS=10.4, Synergy_ZIP=-0.314, Synergy_Bliss=3.63, Synergy_Loewe=1.64, Synergy_HSA=2.07. (2) Drug 1: CC(CN1CC(=O)NC(=O)C1)N2CC(=O)NC(=O)C2. Drug 2: CC1=C2C(C(=O)C3(C(CC4C(C3C(C(C2(C)C)(CC1OC(=O)C(C(C5=CC=CC=C5)NC(=O)C6=CC=CC=C6)O)O)OC(=O)C7=CC=CC=C7)(CO4)OC(=O)C)O)C)OC(=O)C. Cell line: SNB-19. Synergy scores: CSS=17.4, Synergy_ZIP=-11.4, Synergy_Bliss=-13.6, Synergy_Loewe=-13.0, Synergy_HSA=-10.7. (3) Drug 1: CN1CCC(CC1)COC2=C(C=C3C(=C2)N=CN=C3NC4=C(C=C(C=C4)Br)F)OC. Drug 2: CCC1(CC2CC(C3=C(CCN(C2)C1)C4=CC=CC=C4N3)(C5=C(C=C6C(=C5)C78CCN9C7C(C=CC9)(C(C(C8N6C=O)(C(=O)OC)O)OC(=O)C)CC)OC)C(=O)OC)O.OS(=O)(=O)O. Cell line: HOP-62. Synergy scores: CSS=24.4, Synergy_ZIP=5.62, Synergy_Bliss=9.19, Synergy_Loewe=1.21, Synergy_HSA=7.32. (4) Drug 1: CC1=C2C(C(=O)C3(C(CC4C(C3C(C(C2(C)C)(CC1OC(=O)C(C(C5=CC=CC=C5)NC(=O)OC(C)(C)C)O)O)OC(=O)C6=CC=CC=C6)(CO4)OC(=O)C)OC)C)OC. Drug 2: CC1=C(C(=O)C2=C(C1=O)N3CC4C(C3(C2COC(=O)N)OC)N4)N. Cell line: SNB-75. Synergy scores: CSS=56.0, Synergy_ZIP=3.47, Synergy_Bliss=3.80, Synergy_Loewe=4.26, Synergy_HSA=7.79. (5) Drug 1: C1=NC2=C(N1)C(=S)N=CN2. Drug 2: CC1=C(C=C(C=C1)C(=O)NC2=CC(=CC(=C2)C(F)(F)F)N3C=C(N=C3)C)NC4=NC=CC(=N4)C5=CN=CC=C5. Cell line: ACHN. Synergy scores: CSS=4.24, Synergy_ZIP=-0.142, Synergy_Bliss=1.37, Synergy_Loewe=-3.07, Synergy_HSA=-1.08. (6) Drug 1: CCCS(=O)(=O)NC1=C(C(=C(C=C1)F)C(=O)C2=CNC3=C2C=C(C=N3)C4=CC=C(C=C4)Cl)F. Drug 2: CC12CCC3C(C1CCC2O)C(CC4=C3C=CC(=C4)O)CCCCCCCCCS(=O)CCCC(C(F)(F)F)(F)F. Cell line: NCIH23. Synergy scores: CSS=-0.497, Synergy_ZIP=2.69, Synergy_Bliss=3.88, Synergy_Loewe=-1.68, Synergy_HSA=-0.0755. (7) Drug 1: CC1=C(C(=O)C2=C(C1=O)N3CC4C(C3(C2COC(=O)N)OC)N4)N. Drug 2: CC1C(C(CC(O1)OC2CC(CC3=C2C(=C4C(=C3O)C(=O)C5=C(C4=O)C(=CC=C5)OC)O)(C(=O)CO)O)N)O.Cl. Cell line: ACHN. Synergy scores: CSS=60.4, Synergy_ZIP=-5.41, Synergy_Bliss=-2.12, Synergy_Loewe=0.426, Synergy_HSA=2.43.